From a dataset of Full USPTO retrosynthesis dataset with 1.9M reactions from patents (1976-2016). Predict the reactants needed to synthesize the given product. (1) Given the product [CH2:23]([O:9][C:6]1[CH:5]=[C:4]([CH2:10][CH2:11][C:12]([O:14][CH2:15][CH3:16])=[O:13])[CH:3]=[C:2]([F:1])[C:7]=1[F:8])[C:24]1[CH:29]=[CH:28][CH:27]=[CH:26][CH:25]=1, predict the reactants needed to synthesize it. The reactants are: [F:1][C:2]1[CH:3]=[C:4]([CH2:10][CH2:11][C:12]([O:14][CH2:15][CH3:16])=[O:13])[CH:5]=[C:6]([OH:9])[C:7]=1[F:8].C([O-])([O-])=O.[K+].[K+].[CH2:23](Br)[C:24]1[CH:29]=[CH:28][CH:27]=[CH:26][CH:25]=1.N(CC)CC. (2) Given the product [Br:11][C:5]1[C:6]([O:8][CH3:9])=[N:7][C:2]([Cl:1])=[CH:3][CH:4]=1, predict the reactants needed to synthesize it. The reactants are: [Cl:1][C:2]1[N:7]=[C:6]([O:8][CH3:9])[C:5](N)=[CH:4][CH:3]=1.[BrH:11].N([O-])=O.[Na+].C1(C)C=CC=CC=1.